Dataset: KCNQ2 potassium channel screen with 302,405 compounds. Task: Binary Classification. Given a drug SMILES string, predict its activity (active/inactive) in a high-throughput screening assay against a specified biological target. (1) The drug is S(=O)(=O)(N1CCOCC1)c1cc(c(F)cc1)C(=O)Nc1c(cccc1)C(OCC)=O. The result is 0 (inactive). (2) The drug is S=C(Nc1nc(cc(c1)C)C)Nc1cc(F)ccc1. The result is 0 (inactive). (3) The molecule is S(c1c([nH]nc1C)C)CC(=O)Nc1c(OCC)cccc1. The result is 0 (inactive). (4) The compound is Clc1ccc(Oc2nc(ncc2S(=O)(=O)C)c2ccccc2)cc1. The result is 0 (inactive). (5) The compound is Clc1ccc(c2nn(c3sc(C(=O)NC4CC4)cc23)C)cc1. The result is 0 (inactive).